Task: Predict the reactants needed to synthesize the given product.. Dataset: Retrosynthesis with 50K atom-mapped reactions and 10 reaction types from USPTO (1) Given the product Cc1noc(=O)n1CC=CCCOS(C)(=O)=O, predict the reactants needed to synthesize it. The reactants are: CS(=O)(=O)Cl.Cc1noc(=O)n1CC=CCCO. (2) Given the product COc1ccc(N(C)C(=O)OC(C)(C)C)c([N+](=O)[O-])c1, predict the reactants needed to synthesize it. The reactants are: CI.COc1ccc(NC(=O)OC(C)(C)C)c([N+](=O)[O-])c1.